The task is: Predict the product of the given reaction.. This data is from Forward reaction prediction with 1.9M reactions from USPTO patents (1976-2016). (1) Given the reactants [NH2:1][C:2]1[N:7]=[CH:6][N:5]=[C:4]2[N:8]([CH:17]([C:19]3[O:20][C:21](=[O:35])[C:22]4[C:27]([C:28]=3[C:29]3[CH:34]=[CH:33][CH:32]=[CH:31][CH:30]=3)=[CH:26][CH:25]=[CH:24][CH:23]=4)[CH3:18])[N:9]=[C:10](C3C=NC=CN=3)[C:3]=12.[F:36][C:37]1[CH:42]=[CH:41][C:40]([S:43]([NH:46][C:47]2[CH:48]=[N:49][CH:50]=[C:51]([Sn](C)(C)C)[CH:52]=2)(=[O:45])=[O:44])=[CH:39][CH:38]=1.NC1N=CN=C2N(C(C3OC(=O)C4C(C=3C3C=CC=CC=3)=CC=CC=4)C)N=C(I)C=12, predict the reaction product. The product is: [NH2:1][C:2]1[N:7]=[CH:6][N:5]=[C:4]2[N:8]([CH:17]([C:19]3[O:20][C:21](=[O:35])[C:22]4[C:27]([C:28]=3[C:29]3[CH:34]=[CH:33][CH:32]=[CH:31][CH:30]=3)=[CH:26][CH:25]=[CH:24][CH:23]=4)[CH3:18])[N:9]=[C:10]([C:51]3[CH:52]=[C:47]([NH:46][S:43]([C:40]4[CH:41]=[CH:42][C:37]([F:36])=[CH:38][CH:39]=4)(=[O:45])=[O:44])[CH:48]=[N:49][CH:50]=3)[C:3]=12. (2) Given the reactants [C:1]([O:5][C:6]([N:8]1[CH2:13][CH2:12][O:11][CH2:10][CH:9]1[CH2:14][NH2:15])=[O:7])([CH3:4])([CH3:3])[CH3:2].C(N(CC)CC)C.[CH:23]1([S:26](Cl)(=[O:28])=[O:27])[CH2:25][CH2:24]1, predict the reaction product. The product is: [C:1]([O:5][C:6]([N:8]1[CH2:13][CH2:12][O:11][CH2:10][CH:9]1[CH2:14][NH:15][S:26]([CH:23]1[CH2:25][CH2:24]1)(=[O:28])=[O:27])=[O:7])([CH3:4])([CH3:3])[CH3:2]. (3) Given the reactants [F:1][C:2]([F:16])([F:15])[CH:3]([O:6][CH2:7][C:8]([O:10]C(C)(C)C)=O)[CH:4]=[CH2:5].C1N=CN(C(N2C=NC=C2)=O)C=1.Cl.[CH3:30][NH:31][O:32][CH3:33].N1C=CN=C1, predict the reaction product. The product is: [CH3:33][O:32][N:31]([CH3:30])[C:8](=[O:10])[CH2:7][O:6][CH:3]([CH:4]=[CH2:5])[C:2]([F:1])([F:15])[F:16]. (4) Given the reactants C([O:4][CH2:5][C:6]1[CH:14]=[C:13]2[C:9]([C:10]([CH2:21][C:22]3[N:27]=[C:26]([C:28]([O:30]CC)=[O:29])[CH:25]=[CH:24][CH:23]=3)=[C:11]([C:15]3[CH:20]=[CH:19][CH:18]=[CH:17][CH:16]=3)[NH:12]2)=[CH:8][CH:7]=1)(=O)C.C(O)C.[OH-].[Na+], predict the reaction product. The product is: [OH:4][CH2:5][C:6]1[CH:14]=[C:13]2[C:9]([C:10]([CH2:21][C:22]3[N:27]=[C:26]([C:28]([OH:30])=[O:29])[CH:25]=[CH:24][CH:23]=3)=[C:11]([C:15]3[CH:16]=[CH:17][CH:18]=[CH:19][CH:20]=3)[NH:12]2)=[CH:8][CH:7]=1. (5) Given the reactants [CH3:1][O:2][C:3]1[CH:22]=[CH:21][C:6]([CH2:7][N:8]2[CH:12]=[C:11]([C:13]([N:15]([O:17][CH3:18])[CH3:16])=[O:14])[C:10]([CH:19]=C)=[N:9]2)=[CH:5][CH:4]=1.[O:23]=[O+][O-], predict the reaction product. The product is: [CH3:1][O:2][C:3]1[CH:22]=[CH:21][C:6]([CH2:7][N:8]2[CH:12]=[C:11]([C:13]([N:15]([O:17][CH3:18])[CH3:16])=[O:14])[C:10]([CH:19]=[O:23])=[N:9]2)=[CH:5][CH:4]=1. (6) Given the reactants [Li+].CC([N-]C(C)C)C.[Br:9][C:10]1[CH:15]=[CH:14][C:13]([CH2:16][CH2:17][CH:18]2[CH2:23][CH2:22][CH:21]([CH2:24][CH2:25][CH3:26])[CH2:20][CH2:19]2)=[C:12]([F:27])[CH:11]=1.CN([CH:31]=[O:32])C, predict the reaction product. The product is: [Br:9][C:10]1[C:11]([CH:31]=[O:32])=[C:12]([F:27])[C:13]([CH2:16][CH2:17][CH:18]2[CH2:23][CH2:22][CH:21]([CH2:24][CH2:25][CH3:26])[CH2:20][CH2:19]2)=[CH:14][CH:15]=1. (7) Given the reactants C([N:4]1[C:13]2[C:12]3=[N:14][C:15]([CH3:18])=[C:16]([Cl:17])[N:11]3[CH:10]=[CH:9][C:8]=2[C@@H:7]([O:19][CH2:20][CH2:21][O:22][CH3:23])[C@H:6]([O:24]C(=O)C(C)(C)C)[C@H:5]1[C:31]1[CH:36]=[CH:35][CH:34]=[CH:33][CH:32]=1)(=O)C.[OH-].[K+].O.NN, predict the reaction product. The product is: [Cl:17][C:16]1[N:11]2[CH:10]=[CH:9][C:8]3[C@@H:7]([O:19][CH2:20][CH2:21][O:22][CH3:23])[C@H:6]([OH:24])[C@@H:5]([C:31]4[CH:36]=[CH:35][CH:34]=[CH:33][CH:32]=4)[NH:4][C:13]=3[C:12]2=[N:14][C:15]=1[CH3:18]. (8) The product is: [NH2:1][C:2]1[CH:3]=[CH:4][C:5]([N:12]2[CH2:17][CH2:16][O:15][CH2:14][CH2:13]2)=[C:6]([CH2:7][OH:8])[CH:11]=1. Given the reactants [NH2:1][C:2]1[CH:3]=[CH:4][C:5]([N:12]2[CH2:17][CH2:16][O:15][CH2:14][CH2:13]2)=[C:6]([CH:11]=1)[C:7](OC)=[O:8].[H-].[Al+3].[Li+].[H-].[H-].[H-].O.[OH-].[Na+], predict the reaction product.